Dataset: Peptide-MHC class I binding affinity with 185,985 pairs from IEDB/IMGT. Task: Regression. Given a peptide amino acid sequence and an MHC pseudo amino acid sequence, predict their binding affinity value. This is MHC class I binding data. (1) The peptide sequence is KGFTDADNTW. The MHC is HLA-A01:01 with pseudo-sequence HLA-A01:01. The binding affinity (normalized) is 0.0667. (2) The peptide sequence is HPEIVIYQY. The MHC is HLA-A02:02 with pseudo-sequence HLA-A02:02. The binding affinity (normalized) is 0. (3) The peptide sequence is AYIDNYNKV. The MHC is HLA-A30:02 with pseudo-sequence HLA-A30:02. The binding affinity (normalized) is 0. (4) The peptide sequence is ADFKLFFRW. The MHC is HLA-B35:01 with pseudo-sequence HLA-B35:01. The binding affinity (normalized) is 0.0847. (5) The peptide sequence is YMQQVSEGL. The MHC is HLA-A69:01 with pseudo-sequence HLA-A69:01. The binding affinity (normalized) is 0.332. (6) The MHC is HLA-A23:01 with pseudo-sequence HLA-A23:01. The peptide sequence is LPYEGGAAL. The binding affinity (normalized) is 0.